Regression. Given two drug SMILES strings and cell line genomic features, predict the synergy score measuring deviation from expected non-interaction effect. From a dataset of NCI-60 drug combinations with 297,098 pairs across 59 cell lines. (1) Drug 1: C1CN1C2=NC(=NC(=N2)N3CC3)N4CC4. Drug 2: CS(=O)(=O)OCCCCOS(=O)(=O)C. Cell line: SNB-75. Synergy scores: CSS=19.4, Synergy_ZIP=-6.07, Synergy_Bliss=-1.66, Synergy_Loewe=-42.7, Synergy_HSA=-3.16. (2) Drug 1: CC1OCC2C(O1)C(C(C(O2)OC3C4COC(=O)C4C(C5=CC6=C(C=C35)OCO6)C7=CC(=C(C(=C7)OC)O)OC)O)O. Drug 2: C1C(C(OC1N2C=C(C(=O)NC2=O)F)CO)O. Cell line: A498. Synergy scores: CSS=29.1, Synergy_ZIP=-10.3, Synergy_Bliss=-12.7, Synergy_Loewe=-2.93, Synergy_HSA=-1.98. (3) Drug 1: C#CCC(CC1=CN=C2C(=N1)C(=NC(=N2)N)N)C3=CC=C(C=C3)C(=O)NC(CCC(=O)O)C(=O)O. Drug 2: CCN(CC)CCCC(C)NC1=C2C=C(C=CC2=NC3=C1C=CC(=C3)Cl)OC. Cell line: NCI/ADR-RES. Synergy scores: CSS=18.8, Synergy_ZIP=-6.29, Synergy_Bliss=-3.74, Synergy_Loewe=-1.75, Synergy_HSA=-1.75. (4) Drug 1: C1CN1C2=NC(=NC(=N2)N3CC3)N4CC4. Drug 2: C1CCC(C(C1)N)N.C(=O)(C(=O)[O-])[O-].[Pt+4]. Cell line: IGROV1. Synergy scores: CSS=22.6, Synergy_ZIP=-4.95, Synergy_Bliss=0.149, Synergy_Loewe=1.20, Synergy_HSA=3.69.